Dataset: Retrosynthesis with 50K atom-mapped reactions and 10 reaction types from USPTO. Task: Predict the reactants needed to synthesize the given product. Given the product O=C(Nc1cc(Cl)cc(Cl)c1)c1cc(F)ccc1O, predict the reactants needed to synthesize it. The reactants are: Nc1cc(Cl)cc(Cl)c1.O=C(O)c1cc(F)ccc1O.